From a dataset of Full USPTO retrosynthesis dataset with 1.9M reactions from patents (1976-2016). Predict the reactants needed to synthesize the given product. (1) The reactants are: [CH3:1][C:2]1[CH:7]=[CH:6][C:5]([OH:8])=[CH:4][C:3]=1[O:9][CH3:10].C(=O)([O-])[O-].[K+].[K+].Cl[C:18]1[CH:23]=[CH:22][C:21]([N+:24]([O-:26])=[O:25])=[CH:20][N:19]=1. Given the product [CH3:1][C:2]1[CH:7]=[CH:6][C:5]([O:8][C:18]2[CH:23]=[CH:22][C:21]([N+:24]([O-:26])=[O:25])=[CH:20][N:19]=2)=[CH:4][C:3]=1[O:9][CH3:10], predict the reactants needed to synthesize it. (2) The reactants are: [CH3:1][N:2]([CH2:13][C:14]1[NH:18][C:17]2[CH:19]=[CH:20][CH:21]=[C:22]([C:23]([OH:25])=O)[C:16]=2[N:15]=1)[CH:3]1[C:12]2[N:11]=[CH:10][CH:9]=[CH:8][C:7]=2[CH2:6][CH2:5][CH2:4]1.O=C1N(P(Cl)(N2CCOC2=O)=O)CCO1.C(OC(=O)[NH:47][CH:48]1[CH2:53][CH2:52][NH:51][CH2:50][CH2:49]1)(C)(C)C.C(N(CC)C(C)C)(C)C. Given the product [NH2:47][CH:48]1[CH2:53][CH2:52][N:51]([C:23]([C:22]2[C:16]3[N:15]=[C:14]([CH2:13][N:2]([CH3:1])[CH:3]4[C:12]5[N:11]=[CH:10][CH:9]=[CH:8][C:7]=5[CH2:6][CH2:5][CH2:4]4)[NH:18][C:17]=3[CH:19]=[CH:20][CH:21]=2)=[O:25])[CH2:50][CH2:49]1, predict the reactants needed to synthesize it. (3) Given the product [Cl:1][C:2]1[CH:3]=[C:4]([N:8]2[N:12]=[N:11][C:10]([CH:13]3[CH2:18][O:17][CH2:16][CH2:15][NH:14]3)=[N:9]2)[CH:5]=[CH:6][CH:7]=1, predict the reactants needed to synthesize it. The reactants are: [Cl:1][C:2]1[CH:3]=[C:4]([N:8]2[N:12]=[N:11][C:10]([CH:13]3[CH2:18][O:17][CH2:16][CH2:15][N:14]3C(OC(C)(C)C)=O)=[N:9]2)[CH:5]=[CH:6][CH:7]=1.FC(F)(F)C(O)=O.C(=O)([O-])[O-].[Na+].[Na+]. (4) Given the product [CH3:1][C:2]1([CH3:30])[CH2:7][CH2:6][C@@H:5]([O:8][C:9]2[C:10]([CH3:18])=[C:11]3[C:15](=[CH:16][CH:17]=2)[NH:14][N:13]=[CH:12]3)[CH2:4][C@@H:3]1[NH2:19], predict the reactants needed to synthesize it. The reactants are: [CH3:1][C:2]1([CH3:30])[CH2:7][CH2:6][C@@H:5]([O:8][C:9]2[C:10]([CH3:18])=[C:11]3[C:15](=[CH:16][CH:17]=2)[NH:14][N:13]=[CH:12]3)[CH2:4][C@@H:3]1[N:19]1C(=O)C2C(=CC=CC=2)C1=O. (5) Given the product [C:11]1([S:17][C:2]2[CH:7]=[CH:6][CH:5]=[CH:4][C:3]=2[NH2:8])[CH:16]=[CH:15][CH:14]=[CH:13][CH:12]=1, predict the reactants needed to synthesize it. The reactants are: F[C:2]1[CH:7]=[CH:6][CH:5]=[CH:4][C:3]=1[N+:8]([O-])=O.[C:11]1([SH:17])[CH:16]=[CH:15][CH:14]=[CH:13][CH:12]=1.Cl.O.O.[Sn](Cl)Cl. (6) Given the product [CH2:1]([C:5](=[CH2:9])[C:6]([OH:8])=[O:7])[CH:2]([CH3:4])[CH3:3], predict the reactants needed to synthesize it. The reactants are: [CH2:1]([CH:5]([C:9](O)=O)[C:6]([OH:8])=[O:7])[CH:2]([CH3:4])[CH3:3].C(OCC)(=O)C.C(NCC)C.Cl. (7) Given the product [C:23]([C:25]1[C:30]2[N:31]=[C:32]([CH:34]3[CH2:36][CH2:35]3)[O:33][C:29]=2[C:28]([CH2:37][C:38](=[S:10])[N:40]([CH3:42])[CH3:41])=[C:27]([C:43]2[CH:48]=[CH:47][CH:46]=[CH:45][CH:44]=2)[C:26]=1[CH3:49])#[N:24], predict the reactants needed to synthesize it. The reactants are: COC1C=CC(P2(=S)SP(=S)(C3C=CC(OC)=CC=3)[S:10]2)=CC=1.[C:23]([C:25]1[C:30]2[N:31]=[C:32]([CH:34]3[CH2:36][CH2:35]3)[O:33][C:29]=2[C:28]([CH2:37][C:38]([N:40]([CH3:42])[CH3:41])=O)=[C:27]([C:43]2[CH:48]=[CH:47][CH:46]=[CH:45][CH:44]=2)[C:26]=1[CH3:49])#[N:24]. (8) Given the product [NH2:6][C:5]1[C:4]([F:9])=[C:3]([C:2]([Cl:1])=[CH:8][CH:7]=1)[C:26]([O:28][CH2:29][C:30]1[CH:35]=[CH:34][CH:33]=[CH:32][CH:31]=1)=[O:27], predict the reactants needed to synthesize it. The reactants are: [Cl:1][C:2]1[CH:8]=[CH:7][C:5]([NH2:6])=[C:4]([F:9])[CH:3]=1.[Li]CCCC.Cl[Si](C)(C)CC[Si](Cl)(C)C.Cl[C:26]([O:28][CH2:29][C:30]1[CH:35]=[CH:34][CH:33]=[CH:32][CH:31]=1)=[O:27]. (9) Given the product [OH:15][CH:13]([C:3]1[O:4][C:5](=[O:12])[C:6]2[C:11]([C:2]=1[C:30]#[C:29][CH2:28][N:17]([CH3:16])[C:18](=[O:27])[O:19][CH2:20][C:21]1[CH:22]=[CH:23][CH:24]=[CH:25][CH:26]=1)=[CH:10][CH:9]=[CH:8][CH:7]=2)[CH3:14], predict the reactants needed to synthesize it. The reactants are: Br[C:2]1[C:11]2[C:6](=[CH:7][CH:8]=[CH:9][CH:10]=2)[C:5](=[O:12])[O:4][C:3]=1[CH:13]([OH:15])[CH3:14].[CH3:16][N:17]([CH2:28][C:29]#[CH:30])[C:18](=[O:27])[O:19][CH2:20][C:21]1[CH:26]=[CH:25][CH:24]=[CH:23][CH:22]=1.C(N(CC)CC)C.CCCCCCC.